Predict the product of the given reaction. From a dataset of Forward reaction prediction with 1.9M reactions from USPTO patents (1976-2016). Given the reactants [F:1][C:2]([F:15])([F:14])[C:3]1[NH:13][C:6]2=[N:7][CH:8]=[C:9]([C:11]#[N:12])[CH:10]=[C:5]2[CH:4]=1.CO, predict the reaction product. The product is: [F:15][C:2]([F:1])([F:14])[C:3]1[NH:13][C:6]2=[N:7][CH:8]=[C:9]([CH2:11][NH2:12])[CH:10]=[C:5]2[CH:4]=1.